Task: Predict the reaction yield, written as a fraction of the theoretical maximum amount of product (1.0 means a 100% yield; for example, 0.34 means a 34% yield).. Dataset: Reaction yield outcomes from USPTO patents with 853,638 reactions The reactants are [CH3:1][O:2][C:3]1[N:8]=[C:7]([C:9]2[S:13][C:12]([CH:14]=[O:15])=[CH:11][CH:10]=2)[CH:6]=[C:5]([NH:16][CH2:17][CH2:18][C:19]2[CH:24]=[CH:23][C:22]([O:25][CH3:26])=[CH:21][CH:20]=2)[N:4]=1.[Mn]([O-])(=O)(=O)=[O:28].[K+]. The catalyst is CC(C)=O.O. The product is [CH3:1][O:2][C:3]1[N:8]=[C:7]([C:9]2[S:13][C:12]([C:14]([OH:28])=[O:15])=[CH:11][CH:10]=2)[CH:6]=[C:5]([NH:16][CH2:17][CH2:18][C:19]2[CH:20]=[CH:21][C:22]([O:25][CH3:26])=[CH:23][CH:24]=2)[N:4]=1. The yield is 0.500.